From a dataset of Forward reaction prediction with 1.9M reactions from USPTO patents (1976-2016). Predict the product of the given reaction. Given the reactants [CH:1]1([CH:4]=O)[CH2:3][CH2:2]1.[Br:6][C:7]1[CH:8]=[C:9]([NH2:14])[C:10]([NH2:13])=[N:11][CH:12]=1, predict the reaction product. The product is: [Br:6][C:7]1[CH:8]=[C:9]2[NH:14][C:4]([CH:1]3[CH2:3][CH2:2]3)=[N:13][C:10]2=[N:11][CH:12]=1.